This data is from Full USPTO retrosynthesis dataset with 1.9M reactions from patents (1976-2016). The task is: Predict the reactants needed to synthesize the given product. (1) Given the product [CH3:1][O:2][C:3]([C:5]1[CH:10]=[CH:9][C:8]([C:11]2[CH:12]=[CH:13][CH:14]=[CH:15][CH:16]=2)=[C:7]([NH2:17])[CH:6]=1)=[O:4], predict the reactants needed to synthesize it. The reactants are: [CH3:1][O:2][C:3]([C:5]1[CH:10]=[CH:9][C:8]([C:11]2[CH:16]=[CH:15][CH:14]=[CH:13][CH:12]=2)=[C:7]([N+:17]([O-])=O)[CH:6]=1)=[O:4]. (2) Given the product [Cl:30][C:28]1[CH:29]=[C:24]([C:21]2[CH:20]=[CH:19][C:18]([CH2:17][C@@H:4]([C:3]([OH:39])=[O:2])[NH:5][C:6]([C:8]3([CH2:13][CH2:14][O:15][CH3:16])[CH2:12][CH2:11][CH2:10][CH2:9]3)=[O:7])=[CH:23][CH:22]=2)[C:25](=[O:38])[N:26]([CH2:31][C:32]2[CH:33]=[CH:34][CH:35]=[CH:36][CH:37]=2)[CH:27]=1, predict the reactants needed to synthesize it. The reactants are: C[O:2][C:3](=[O:39])[C@H:4]([CH2:17][C:18]1[CH:23]=[CH:22][C:21]([C:24]2[C:25](=[O:38])[N:26]([CH2:31][C:32]3[CH:37]=[CH:36][CH:35]=[CH:34][CH:33]=3)[CH:27]=[C:28]([Cl:30])[CH:29]=2)=[CH:20][CH:19]=1)[NH:5][C:6]([C:8]1([CH2:13][CH2:14][O:15][CH3:16])[CH2:12][CH2:11][CH2:10][CH2:9]1)=[O:7].O.[OH-].[Li+]. (3) Given the product [CH3:15][O:16][C:17](=[O:29])[CH2:18][C@H:19]1[C:23]2[CH:24]=[CH:25][C:26]([O:12][C@H:8]3[C:9]4[C:5](=[CH:4][C:3]([C:2]([F:13])([F:14])[F:1])=[CH:11][CH:10]=4)[CH2:6][CH2:7]3)=[CH:27][C:22]=2[O:21][CH2:20]1, predict the reactants needed to synthesize it. The reactants are: [F:1][C:2]([F:14])([F:13])[C:3]1[CH:4]=[C:5]2[C:9](=[CH:10][CH:11]=1)[C@@H:8]([OH:12])[CH2:7][CH2:6]2.[CH3:15][O:16][C:17](=[O:29])[CH2:18][C@H:19]1[C:23]2[CH:24]=[CH:25][C:26](O)=[CH:27][C:22]=2[O:21][CH2:20]1. (4) Given the product [NH2:26][S:23]([C:20]1[CH:19]=[CH:18][C:17]([CH2:16][NH:15][C:12]([C:10]2[S:11][C:7]([C:4]3[CH:3]=[CH:2][N:1]=[CH:6][CH:5]=3)=[CH:8][CH:9]=2)=[O:14])=[CH:22][CH:21]=1)(=[O:24])=[O:25], predict the reactants needed to synthesize it. The reactants are: [N:1]1[CH:6]=[CH:5][C:4]([C:7]2[S:11][C:10]([C:12]([OH:14])=O)=[CH:9][CH:8]=2)=[CH:3][CH:2]=1.[NH2:15][CH2:16][C:17]1[CH:22]=[CH:21][C:20]([S:23]([NH2:26])(=[O:25])=[O:24])=[CH:19][CH:18]=1. (5) Given the product [Br:1][C:2]1[CH:3]=[N:4][CH:5]=[C:6]([CH2:8][N:12]2[C@@H:13]([CH3:17])[CH2:14][CH2:15][CH2:16][C@H:11]2[CH3:10])[CH:7]=1, predict the reactants needed to synthesize it. The reactants are: [Br:1][C:2]1[CH:3]=[N:4][CH:5]=[C:6]([CH2:8]Cl)[CH:7]=1.[CH3:10][C@H:11]1[CH2:16][CH2:15][CH2:14][C@@H:13]([CH3:17])[NH:12]1.C([O-])([O-])=O.[K+].[K+].